Dataset: NCI-60 drug combinations with 297,098 pairs across 59 cell lines. Task: Regression. Given two drug SMILES strings and cell line genomic features, predict the synergy score measuring deviation from expected non-interaction effect. (1) Drug 1: CC12CCC(CC1=CCC3C2CCC4(C3CC=C4C5=CN=CC=C5)C)O. Drug 2: CC1=C2C(C(=O)C3(C(CC4C(C3C(C(C2(C)C)(CC1OC(=O)C(C(C5=CC=CC=C5)NC(=O)OC(C)(C)C)O)O)OC(=O)C6=CC=CC=C6)(CO4)OC(=O)C)OC)C)OC. Cell line: NCI-H522. Synergy scores: CSS=42.5, Synergy_ZIP=1.20, Synergy_Bliss=0.360, Synergy_Loewe=-30.8, Synergy_HSA=0.823. (2) Drug 1: CC1C(C(CC(O1)OC2CC(CC3=C2C(=C4C(=C3O)C(=O)C5=C(C4=O)C(=CC=C5)OC)O)(C(=O)CO)O)N)O.Cl. Drug 2: CC1=C(N=C(N=C1N)C(CC(=O)N)NCC(C(=O)N)N)C(=O)NC(C(C2=CN=CN2)OC3C(C(C(C(O3)CO)O)O)OC4C(C(C(C(O4)CO)O)OC(=O)N)O)C(=O)NC(C)C(C(C)C(=O)NC(C(C)O)C(=O)NCCC5=NC(=CS5)C6=NC(=CS6)C(=O)NCCC[S+](C)C)O. Cell line: KM12. Synergy scores: CSS=31.1, Synergy_ZIP=-14.5, Synergy_Bliss=-9.03, Synergy_Loewe=-23.1, Synergy_HSA=-6.62. (3) Drug 1: C1=C(C(=O)NC(=O)N1)F. Drug 2: CN(CCCl)CCCl.Cl. Cell line: HT29. Synergy scores: CSS=47.0, Synergy_ZIP=-3.52, Synergy_Bliss=-4.39, Synergy_Loewe=-3.51, Synergy_HSA=-2.79. (4) Drug 1: CC1=C2C(C(=O)C3(C(CC4C(C3C(C(C2(C)C)(CC1OC(=O)C(C(C5=CC=CC=C5)NC(=O)OC(C)(C)C)O)O)OC(=O)C6=CC=CC=C6)(CO4)OC(=O)C)OC)C)OC. Drug 2: CC12CCC(CC1=CCC3C2CCC4(C3CC=C4C5=CN=CC=C5)C)O. Cell line: SK-OV-3. Synergy scores: CSS=40.9, Synergy_ZIP=5.17, Synergy_Bliss=3.59, Synergy_Loewe=-11.0, Synergy_HSA=3.46. (5) Synergy scores: CSS=48.4, Synergy_ZIP=2.32, Synergy_Bliss=2.86, Synergy_Loewe=-21.9, Synergy_HSA=3.18. Drug 1: C(CCl)NC(=O)N(CCCl)N=O. Cell line: NCI-H460. Drug 2: N.N.Cl[Pt+2]Cl. (6) Drug 1: CN(C)N=NC1=C(NC=N1)C(=O)N. Drug 2: C1=NC2=C(N=C(N=C2N1C3C(C(C(O3)CO)O)O)F)N. Cell line: CCRF-CEM. Synergy scores: CSS=23.2, Synergy_ZIP=-6.74, Synergy_Bliss=-10.2, Synergy_Loewe=-9.88, Synergy_HSA=-7.15. (7) Drug 1: CC1=C(C(=O)C2=C(C1=O)N3CC4C(C3(C2COC(=O)N)OC)N4)N. Drug 2: C(CCl)NC(=O)N(CCCl)N=O. Cell line: MDA-MB-435. Synergy scores: CSS=2.78, Synergy_ZIP=-2.45, Synergy_Bliss=-3.24, Synergy_Loewe=-2.26, Synergy_HSA=-2.20. (8) Drug 1: C1C(C(OC1N2C=NC(=NC2=O)N)CO)O. Drug 2: CC1CCCC2(C(O2)CC(NC(=O)CC(C(C(=O)C(C1O)C)(C)C)O)C(=CC3=CSC(=N3)C)C)C. Cell line: HS 578T. Synergy scores: CSS=50.4, Synergy_ZIP=-0.144, Synergy_Bliss=-2.00, Synergy_Loewe=-19.5, Synergy_HSA=0.481. (9) Drug 1: CCC1(CC2CC(C3=C(CCN(C2)C1)C4=CC=CC=C4N3)(C5=C(C=C6C(=C5)C78CCN9C7C(C=CC9)(C(C(C8N6C)(C(=O)OC)O)OC(=O)C)CC)OC)C(=O)OC)O.OS(=O)(=O)O. Drug 2: CC1CCC2CC(C(=CC=CC=CC(CC(C(=O)C(C(C(=CC(C(=O)CC(OC(=O)C3CCCCN3C(=O)C(=O)C1(O2)O)C(C)CC4CCC(C(C4)OC)O)C)C)O)OC)C)C)C)OC. Cell line: IGROV1. Synergy scores: CSS=1.67, Synergy_ZIP=1.17, Synergy_Bliss=3.06, Synergy_Loewe=-0.955, Synergy_HSA=-0.888.